This data is from Catalyst prediction with 721,799 reactions and 888 catalyst types from USPTO. The task is: Predict which catalyst facilitates the given reaction. (1) Reactant: [Br:1][C:2]1[CH:7]=[CH:6][C:5]([C:8]([C:10]2[CH:15]=[CH:14][CH:13]=[CH:12][CH:11]=2)=[O:9])=[CH:4][C:3]=1[O:16][CH3:17].[CH3:18][Mg]Br. Product: [Br:1][C:2]1[CH:7]=[CH:6][C:5]([C:8]([C:10]2[CH:15]=[CH:14][CH:13]=[CH:12][CH:11]=2)([OH:9])[CH3:18])=[CH:4][C:3]=1[O:16][CH3:17]. The catalyst class is: 1. (2) Reactant: [C:1]([O:9][C@H:10]1[CH2:15][CH2:14][C@@H:13]([O:16][Si](C(C)(C)C)(C)C)[CH2:12][C@@H:11]1[C:24]1[N:28]([CH3:29])[N:27]=[CH:26][CH:25]=1)(=[O:8])[C:2]1[CH:7]=[CH:6][CH:5]=[CH:4][CH:3]=1.[F-].C([N+](CCCC)(CCCC)CCCC)CCC. Product: [C:1]([O:9][C@H:10]1[CH2:15][CH2:14][C@@H:13]([OH:16])[CH2:12][C@@H:11]1[C:24]1[N:28]([CH3:29])[N:27]=[CH:26][CH:25]=1)(=[O:8])[C:2]1[CH:3]=[CH:4][CH:5]=[CH:6][CH:7]=1. The catalyst class is: 1. (3) Reactant: [Cl:1][C:2]1[N:10]=[C:9]([NH:11][C:12]2[CH:13]=[C:14]([CH:17]=[CH:18][C:19]=2[N+:20]([O-])=O)[C:15]#[N:16])[N:8]=[C:7]2[C:3]=1[NH:4][C:5](=[O:23])[NH:6]2.C(O)(=O)C.O.[NH4+].[OH-]. Product: [NH2:20][C:19]1[CH:18]=[CH:17][C:14]([C:15]#[N:16])=[CH:13][C:12]=1[NH:11][C:9]1[N:8]=[C:7]2[C:3]([NH:4][C:5](=[O:23])[NH:6]2)=[C:2]([Cl:1])[N:10]=1. The catalyst class is: 679. (4) Product: [NH2:21][C:15]1[C:14]2[C:18](=[CH:19][CH:20]=[C:12]([CH:11]=[C:10]3[C:9]4[C:4](=[CH:5][CH:6]=[CH:7][CH:8]=4)[NH:3][C:2]3=[O:1])[CH:13]=2)[NH:17][N:16]=1. The catalyst class is: 2. Reactant: [O:1]=[C:2]1[NH:3][C:4]2[C:9](/[C:10]/1=[CH:11]\[C:12]1[CH:13]=[C:14]3[C:18](=[CH:19][CH:20]=1)[NH:17][N:16]=[C:15]3[NH:21]C(=O)OC(C)(C)C)=[CH:8][CH:7]=[CH:6][CH:5]=2.C(O)(C(F)(F)F)=O. (5) Reactant: C([O-])(=O)C.[Na+].[CH3:6][O:7][C:8]([C:10]1[CH:11]=[C:12]([CH3:30])[C:13]2[O:19][C:18]3[C:20]([Cl:26])=[CH:21][C:22]([CH2:24][NH2:25])=[CH:23][C:17]=3[CH2:16][S:15](=[O:28])(=[O:27])[C:14]=2[CH:29]=1)=[O:9].[CH:31](=O)[C:32]1[CH:37]=[CH:36][CH:35]=[CH:34][CH:33]=1.[BH4-].[Na+].C(=O)(O)[O-].[Na+]. Product: [CH3:6][O:7][C:8]([C:10]1[CH:11]=[C:12]([CH3:30])[C:13]2[O:19][C:18]3[C:20]([Cl:26])=[CH:21][C:22]([CH2:24][NH:25][CH2:31][C:32]4[CH:37]=[CH:36][CH:35]=[CH:34][CH:33]=4)=[CH:23][C:17]=3[CH2:16][S:15](=[O:27])(=[O:28])[C:14]=2[CH:29]=1)=[O:9]. The catalyst class is: 24. (6) Reactant: Cl.[CH3:2][O:3][C:4](=[O:11])[C@H:5]([CH2:7][CH:8]([CH3:10])[CH3:9])[NH2:6].C(N(CC)C(C)C)(C)C.C([O:23][C:24](=O)[CH:25]=[C:26]([O:29][C:30]1[CH:35]=[C:34]([F:36])[CH:33]=[CH:32][C:31]=1[F:37])[CH2:27]Br)C. Product: [CH3:2][O:3][C:4](=[O:11])[C@@H:5]([N:6]1[CH2:27][C:26]([O:29][C:30]2[CH:35]=[C:34]([F:36])[CH:33]=[CH:32][C:31]=2[F:37])=[CH:25][C:24]1=[O:23])[CH2:7][CH:8]([CH3:10])[CH3:9]. The catalyst class is: 10. (7) Reactant: [Cl:1][C:2]1[CH:3]=[C:4]([NH:17][C:18]2[C:28]3[CH:27]=[C:26]([C:29]([O:31]C)=[O:30])[CH2:25][CH2:24][N:23]([CH3:33])[C:22]=3[N:21]=[CH:20][N:19]=2)[CH:5]=[CH:6][C:7]=1[O:8][CH2:9][C:10]1[CH:15]=[CH:14][CH:13]=[C:12]([F:16])[CH:11]=1.[OH-].[Na+].Cl. Product: [Cl:1][C:2]1[CH:3]=[C:4]([NH:17][C:18]2[C:28]3[CH:27]=[C:26]([C:29]([OH:31])=[O:30])[CH2:25][CH2:24][N:23]([CH3:33])[C:22]=3[N:21]=[CH:20][N:19]=2)[CH:5]=[CH:6][C:7]=1[O:8][CH2:9][C:10]1[CH:15]=[CH:14][CH:13]=[C:12]([F:16])[CH:11]=1. The catalyst class is: 214.